Dataset: Catalyst prediction with 721,799 reactions and 888 catalyst types from USPTO. Task: Predict which catalyst facilitates the given reaction. Reactant: C([N:8]1[CH2:13][CH2:12][O:11][CH2:10][C@@H:9]1[CH2:14][F:15])C1C=CC=CC=1.C([N:23]1[CH2:29][CH:28]([F:30])[CH2:27][O:26][CH2:25][CH2:24]1)C1C=CC=CC=1. Product: [F:15][CH2:14][C@H:9]1[CH2:10][O:11][CH2:12][CH2:13][NH:8]1.[F:30][CH:28]1[CH2:27][O:26][CH2:25][CH2:24][NH:23][CH2:29]1. The catalyst class is: 129.